This data is from Reaction yield outcomes from USPTO patents with 853,638 reactions. The task is: Predict the reaction yield, written as a fraction of the theoretical maximum amount of product (1.0 means a 100% yield; for example, 0.34 means a 34% yield). (1) The reactants are [C:1]([NH:4][S:5]([C:8]1[CH:13]=[CH:12][CH:11]=[CH:10][C:9]=1[C:14]1[CH:19]=[CH:18][C:17]([CH2:20][N:21]2[C:25]([CH2:26][CH2:27][CH3:28])=[CH:24][C:23](C(O)=O)=[N:22]2)=[CH:16][CH:15]=1)(=[O:7])=[O:6])(=[O:3])[CH3:2].CN([C:35]([O:39]N1N=NC2C=CC=NC1=2)=[N+](C)C)C.F[P-](F)(F)(F)(F)F.CCN(C(C)C)C(C)C.CN(C=O)C.[NH2:70][C@H:71]([CH2:77][C:78]1[CH:83]=[CH:82][CH:81]=[CH:80][CH:79]=1)[C@@H:72]([OH:76])[C:73]([OH:75])=[O:74]. No catalyst specified. The product is [C:1]([NH:4][S:5]([C:8]1[CH:13]=[CH:12][CH:11]=[CH:10][C:9]=1[C:14]1[CH:19]=[CH:18][C:17]([CH2:20][N:21]2[C:25]([CH2:26][CH2:27][CH3:28])=[CH:24][C:23]([C:35]([NH:70][C@H:71]([CH2:77][C:78]3[CH:83]=[CH:82][CH:81]=[CH:80][CH:79]=3)[C@@H:72]([OH:76])[C:73]([OH:75])=[O:74])=[O:39])=[N:22]2)=[CH:16][CH:15]=1)(=[O:6])=[O:7])(=[O:3])[CH3:2]. The yield is 0.970. (2) The reactants are [Cl:1][C:2]1[N:3]=[C:4](Cl)[C:5]2[S:10][CH:9]=[C:8]([CH3:11])[C:6]=2[N:7]=1.C(N(CC)CC)C.Cl.[CH2:21]([NH2:30])/[CH:22]=[CH:23]/[C:24]1[CH:29]=[CH:28][CH:27]=[CH:26][CH:25]=1. The catalyst is CN(C=O)C. The product is [Cl:1][C:2]1[N:3]=[C:4]([NH:30][CH2:21]/[CH:22]=[CH:23]/[C:24]2[CH:29]=[CH:28][CH:27]=[CH:26][CH:25]=2)[C:5]2[S:10][CH:9]=[C:8]([CH3:11])[C:6]=2[N:7]=1. The yield is 0.540.